This data is from Full USPTO retrosynthesis dataset with 1.9M reactions from patents (1976-2016). The task is: Predict the reactants needed to synthesize the given product. (1) Given the product [CH3:1][S:2]([N:39]1[CH2:38][CH2:37][CH:36]([O:35][C:30]2[CH:29]=[CH:28][C:27]([C:24]3[N:23]=[CH:22][N:21]=[C:20]4[C:25]=3[N:26]=[C:18]([C:15]3[CH:14]=[CH:13][C:12]([N:9]5[CH2:10][CH2:11][O:6][CH2:7][CH2:8]5)=[CH:17][CH:16]=3)[NH:19]4)=[CH:34][C:31]=2[C:32]#[N:33])[CH2:41][CH2:40]1)(=[O:4])=[O:3], predict the reactants needed to synthesize it. The reactants are: [CH3:1][S:2](Cl)(=[O:4])=[O:3].[O:6]1[CH2:11][CH2:10][N:9]([C:12]2[CH:17]=[CH:16][C:15]([C:18]3[NH:19][C:20]4[C:25]([N:26]=3)=[C:24]([C:27]3[CH:28]=[CH:29][C:30]([O:35][CH:36]5[CH2:41][CH2:40][NH:39][CH2:38][CH2:37]5)=[C:31]([CH:34]=3)[C:32]#[N:33])[N:23]=[CH:22][N:21]=4)=[CH:14][CH:13]=2)[CH2:8][CH2:7]1.C(N(CC)C(C)C)(C)C. (2) Given the product [Cl:1][C:2]1[CH:3]=[C:4]([CH:17]=[CH:18][C:19]=1[Cl:20])[CH2:5][NH:6][C:7]([NH:9][C:10]1[S:11][CH:12]=[C:13]([CH2:15][NH:21][CH2:22][CH2:23][OH:24])[N:14]=1)=[O:8], predict the reactants needed to synthesize it. The reactants are: [Cl:1][C:2]1[CH:3]=[C:4]([CH:17]=[CH:18][C:19]=1[Cl:20])[CH2:5][NH:6][C:7]([NH:9][C:10]1[S:11][CH:12]=[C:13]([CH2:15]I)[N:14]=1)=[O:8].[NH2:21][CH2:22][CH2:23][OH:24].O. (3) Given the product [C:21]1([CH3:39])[CH:22]=[CH:23][C:24]([S:27]([N:30]2[C:34]3=[N:35][CH:36]=[CH:37][CH:38]=[C:33]3[CH:32]=[C:31]2[CH:42]=[O:41])(=[O:29])=[O:28])=[CH:25][CH:26]=1, predict the reactants needed to synthesize it. The reactants are: C(NC(C)C)(C)C.[Li].C(NC(C)C)(C)C.C([Li])CCC.[C:21]1([CH3:39])[CH:26]=[CH:25][C:24]([S:27]([N:30]2[C:34]3=[N:35][CH:36]=[CH:37][CH:38]=[C:33]3[CH:32]=[CH:31]2)(=[O:29])=[O:28])=[CH:23][CH:22]=1.Cl.[O:41]1CCC[CH2:42]1. (4) Given the product [NH2:28][CH2:27][CH2:26][CH2:25][NH:24][C:22]([C:21]1[CH:20]=[N:19][N:16]2[CH:17]=[CH:18][C:13]([N:9]3[CH2:10][CH2:11][CH2:12][C@@H:8]3[C:7]3[C:2]([Cl:1])=[N:3][CH:4]=[C:5]([F:36])[CH:6]=3)=[N:14][C:15]=12)=[O:23], predict the reactants needed to synthesize it. The reactants are: [Cl:1][C:2]1[C:7]([C@H:8]2[CH2:12][CH2:11][CH2:10][N:9]2[C:13]2[CH:18]=[CH:17][N:16]3[N:19]=[CH:20][C:21]([C:22]([NH:24][CH2:25][CH2:26][CH2:27][NH:28]C(=O)OC(C)(C)C)=[O:23])=[C:15]3[N:14]=2)=[CH:6][C:5]([F:36])=[CH:4][N:3]=1.Cl. (5) Given the product [F:23][C:20]1([F:24])[CH2:21][CH2:22][N:18]([C:4]2[N:3]=[C:2]([NH:25][C:26]3[CH:31]=[C:30]([CH:29]=[CH:28][N:27]=3)[C:32]#[N:33])[CH:7]=[C:6]([CH:8]3[CH2:13][CH2:12][N:11]([CH:14]4[CH2:17][O:16][CH2:15]4)[CH2:10][CH2:9]3)[CH:5]=2)[CH2:19]1, predict the reactants needed to synthesize it. The reactants are: Cl[C:2]1[CH:7]=[C:6]([CH:8]2[CH2:13][CH2:12][N:11]([CH:14]3[CH2:17][O:16][CH2:15]3)[CH2:10][CH2:9]2)[CH:5]=[C:4]([N:18]2[CH2:22][CH2:21][C:20]([F:24])([F:23])[CH2:19]2)[N:3]=1.[NH2:25][C:26]1[CH:31]=[C:30]([C:32]#[N:33])[CH:29]=[CH:28][N:27]=1.C(=O)([O-])[O-].[Cs+].[Cs+].